From a dataset of Forward reaction prediction with 1.9M reactions from USPTO patents (1976-2016). Predict the product of the given reaction. (1) Given the reactants [F:1][C:2]1[CH:22]=[C:21]([C:23]#[C:24][CH2:25][OH:26])[CH:20]=[CH:19][C:3]=1[NH:4][C:5]1[C:6]([C:13]([NH:15][CH2:16][CH2:17][OH:18])=[O:14])=[CH:7][N:8]([CH3:12])[C:9](=[O:11])[CH:10]=1, predict the reaction product. The product is: [F:1][C:2]1[CH:22]=[C:21]([CH2:23][CH2:24][CH2:25][OH:26])[CH:20]=[CH:19][C:3]=1[NH:4][C:5]1[C:6]([C:13]([NH:15][CH2:16][CH2:17][OH:18])=[O:14])=[CH:7][N:8]([CH3:12])[C:9](=[O:11])[CH:10]=1. (2) Given the reactants [CH2:1]([N:5]([CH2:43][CH2:44][CH2:45][CH3:46])[C:6]([C:8]1[N:9]=[C:10]([C:21]2[CH:30]=[CH:29][C:24]([C:25]([O:27][CH3:28])=[O:26])=[CH:23][C:22]=2[C:31]([N:33]2[CH2:42][CH2:41][C:40]3[C:35](=[CH:36][CH:37]=[CH:38][CH:39]=3)[CH2:34]2)=[O:32])[N:11](COCC[Si](C)(C)C)[CH:12]=1)=[O:7])[CH2:2][CH2:3][CH3:4].FC(F)(F)C(O)=O, predict the reaction product. The product is: [CH2:43]([N:5]([CH2:1][CH2:2][CH2:3][CH3:4])[C:6]([C:8]1[N:9]=[C:10]([C:21]2[CH:30]=[CH:29][C:24]([C:25]([O:27][CH3:28])=[O:26])=[CH:23][C:22]=2[C:31]([N:33]2[CH2:42][CH2:41][C:40]3[C:35](=[CH:36][CH:37]=[CH:38][CH:39]=3)[CH2:34]2)=[O:32])[NH:11][CH:12]=1)=[O:7])[CH2:44][CH2:45][CH3:46]. (3) Given the reactants C(OC([N:8]1[CH2:13][CH:12]=[C:11]([C:14]2[CH:19]=[C:18]([CH:20]3[CH2:24][CH2:23][CH2:22][CH2:21]3)[C:17]([O:25]C(OC)=O)=[CH:16][C:15]=2[NH:30][C:31]([CH:33]2[O:38][C:37]3[CH:39]=[CH:40][C:41]([C:43]#[N:44])=[CH:42][C:36]=3[N:35](C(OCC)=O)[CH2:34]2)=[O:32])[CH2:10][CH2:9]1)=O)(C)(C)C.[OH-].[Na+].Cl, predict the reaction product. The product is: [C:43]([C:41]1[CH:40]=[CH:39][C:37]2[O:38][CH:33]([C:31]([NH:30][C:15]3[CH:16]=[C:17]([OH:25])[C:18]([CH:20]4[CH2:21][CH2:22][CH2:23][CH2:24]4)=[CH:19][C:14]=3[C:11]3[CH2:12][CH2:13][NH:8][CH2:9][CH:10]=3)=[O:32])[CH2:34][NH:35][C:36]=2[CH:42]=1)#[N:44]. (4) Given the reactants [CH:1]1([CH2:7][CH2:8][CH2:9][CH2:10][C:11]([OH:13])=O)[CH2:6][CH2:5][CH2:4][CH2:3][CH2:2]1.[NH2:14][C@@H:15]1[C@H:19]2[O:20][CH2:21][C@H:22]([NH:23][C:24]([CH:26]3[CH2:28][CH2:27]3)=[O:25])[C@H:18]2[O:17][CH2:16]1, predict the reaction product. The product is: [CH:1]1([CH2:7][CH2:8][CH2:9][CH2:10][C:11]([NH:14][C@@H:15]2[C@H:19]3[O:20][CH2:21][C@H:22]([NH:23][C:24]([CH:26]4[CH2:27][CH2:28]4)=[O:25])[C@H:18]3[O:17][CH2:16]2)=[O:13])[CH2:2][CH2:3][CH2:4][CH2:5][CH2:6]1. (5) Given the reactants [Br:1][C:2]1[N:6]([CH3:7])[N:5]=[C:4]([C:8]([OH:10])=O)[CH:3]=1.C1C=CC2N(O)N=[N:17]C=2C=1.C(Cl)CCl.[Cl-].[NH4+].C(N(C(C)C)C(C)C)C, predict the reaction product. The product is: [Br:1][C:2]1[N:6]([CH3:7])[N:5]=[C:4]([C:8]([NH2:17])=[O:10])[CH:3]=1. (6) Given the reactants [OH:1][C:2]1[CH:3]=[C:4]([CH:7]=[CH:8][CH:9]=1)[CH:5]=[O:6].FC(F)(F)S(O[CH2:16][C:17]([F:20])([F:19])[F:18])(=O)=O.C([O-])([O-])=O.[Cs+].[Cs+].O, predict the reaction product. The product is: [F:18][C:17]([F:20])([F:19])[CH2:16][O:1][C:2]1[CH:3]=[C:4]([CH:7]=[CH:8][CH:9]=1)[CH:5]=[O:6]. (7) Given the reactants Cl[C:2]1[C:7]([Cl:8])=[CH:6][CH:5]=[CH:4][N:3]=1.C[Sn](C)(C)[C:11]1[CH:16]=[CH:15][C:14]([CH3:17])=[CH:13][CH:12]=1, predict the reaction product. The product is: [Cl:8][C:7]1[C:2]([C:11]2[CH:16]=[CH:15][C:14]([CH3:17])=[CH:13][CH:12]=2)=[N:3][CH:4]=[CH:5][CH:6]=1.